This data is from Catalyst prediction with 721,799 reactions and 888 catalyst types from USPTO. The task is: Predict which catalyst facilitates the given reaction. (1) Reactant: [H-].[Na+].[CH2:3]([C:5]1[NH:9][CH:8]=[N:7][N:6]=1)[CH3:4].[CH3:10][N:11]([CH3:16])[S:12](Cl)(=[O:14])=[O:13].[NH4+].[Cl-]. Product: [CH2:3]([C:5]1[N:9]([S:12]([N:11]([CH3:16])[CH3:10])(=[O:14])=[O:13])[CH:8]=[N:7][N:6]=1)[CH3:4]. The catalyst class is: 3. (2) Reactant: [CH3:1][CH:2]1[CH2:7][C:6]([NH2:9])([CH3:8])[CH2:5][CH:4]([CH3:10])[O:3]1.C([O-])([O-])=O.[K+].[K+].Cl[CH2:18][C:19]([N:21]1[CH2:25][C@@H:24]([F:26])[CH2:23][C@H:22]1[C:27]#[N:28])=[O:20].[Na+].[I-]. Product: [F:26][C@@H:24]1[CH2:25][N:21]([C:19](=[O:20])[CH2:18][NH:9][C:6]2([CH3:8])[CH2:5][CH:4]([CH3:10])[O:3][CH:2]([CH3:1])[CH2:7]2)[C@H:22]([C:27]#[N:28])[CH2:23]1. The catalyst class is: 7. (3) Reactant: [F:1][C:2]1[CH:7]=[CH:6][C:5]([N:8]2[C:12]3[CH:13]=[N:14][CH:15]=[C:16]([C:17]([OH:19])=O)[C:11]=3[CH:10]=[N:9]2)=[CH:4][CH:3]=1.C(Cl)(=O)C(Cl)=O.Cl.[F:27][C:28]([F:40])([F:39])[C:29]1[CH:30]=[C:31]([C:35]2([NH2:38])[CH2:37][CH2:36]2)[CH:32]=[CH:33][CH:34]=1.C(N(CC)C(C)C)(C)C. Product: [F:27][C:28]([F:39])([F:40])[C:29]1[CH:30]=[C:31]([C:35]2([NH:38][C:17]([C:16]3[C:11]4[CH:10]=[N:9][N:8]([C:5]5[CH:4]=[CH:3][C:2]([F:1])=[CH:7][CH:6]=5)[C:12]=4[CH:13]=[N:14][CH:15]=3)=[O:19])[CH2:36][CH2:37]2)[CH:32]=[CH:33][CH:34]=1. The catalyst class is: 306.